Dataset: Forward reaction prediction with 1.9M reactions from USPTO patents (1976-2016). Task: Predict the product of the given reaction. The product is: [CH2:10]([N:14]1[C:22]2[N:21]=[C:20]([Cl:23])[NH:19][C:18]=2[C:17](=[O:24])[N:16]([CH2:25][CH2:26][CH2:27][CH2:28][C:29]2[N:30]=[C:7]([C:5]3[N:4]=[N:3][N:2]([CH3:1])[CH:6]=3)[O:9][N:32]=2)[C:15]1=[O:34])[CH2:11][CH2:12][CH3:13]. Given the reactants [CH3:1][N:2]1[CH:6]=[C:5]([C:7]([OH:9])=O)[N:4]=[N:3]1.[CH2:10]([N:14]1[C:22]2[N:21]=[C:20]([Cl:23])[NH:19][C:18]=2[C:17](=[O:24])[N:16]([CH2:25][CH2:26][CH2:27][CH2:28]/[C:29](=[N:32]/[H])/[NH:30]O)[C:15]1=[O:34])[CH2:11][CH2:12][CH3:13], predict the reaction product.